Dataset: Forward reaction prediction with 1.9M reactions from USPTO patents (1976-2016). Task: Predict the product of the given reaction. (1) The product is: [CH3:1][Sn:2]([CH3:8])([CH3:7])[C:10]1[N:15]=[CH:14][N:13]=[C:12]([NH:16][C:17](=[O:19])[CH3:18])[CH:11]=1. Given the reactants [CH3:1][Sn:2]([CH3:8])([CH3:7])[Sn:2]([CH3:8])([CH3:7])[CH3:1].Cl[C:10]1[N:15]=[CH:14][N:13]=[C:12]([NH:16][C:17](=[O:19])[CH3:18])[CH:11]=1.ClC1C=C(Cl)N=CN=1.N.NC1C=C(Cl)N=CN=1.CC(OC(C)=O)=O.[Li+].[Cl-], predict the reaction product. (2) Given the reactants [CH:1]([C:3]1[O:7][C:6]([C:8]2[CH:9]=[N:10][CH:11]=[C:12]([CH:16]=2)[C:13]([OH:15])=[O:14])=[CH:5][CH:4]=1)=O.[S:17]1[CH2:21][C:20](=[O:22])[NH:19][C:18]1=[O:23], predict the reaction product. The product is: [O:23]=[C:18]1[NH:19][C:20](=[O:22])[C:21](=[CH:1][C:3]2[O:7][C:6]([C:8]3[CH:9]=[N:10][CH:11]=[C:12]([CH:16]=3)[C:13]([OH:15])=[O:14])=[CH:5][CH:4]=2)[S:17]1. (3) Given the reactants [N:1]12[CH2:8][CH2:7][CH:4]([CH2:5][CH2:6]1)[CH:3]([NH2:9])[CH2:2]2.C1N=CN([C:15](N2C=NC=C2)=[O:16])C=1.[CH:22]1[C:31]2[C:26](=[CH:27][CH:28]=[CH:29][CH:30]=2)[CH:25]=[CH:24][C:23]=1[C:32]([NH2:35])([CH3:34])[CH3:33], predict the reaction product. The product is: [CH:22]1[C:31]2[C:26](=[CH:27][CH:28]=[CH:29][CH:30]=2)[CH:25]=[CH:24][C:23]=1[C:32]([NH:35][C:15]([NH:9][CH:3]1[CH:4]2[CH2:7][CH2:8][N:1]([CH2:6][CH2:5]2)[CH2:2]1)=[O:16])([CH3:33])[CH3:34]. (4) Given the reactants C[O:2][C:3]1[CH:4]=[C:5]([C:9]2[C:10]([C:36]3[CH:41]=[CH:40][N:39]=[CH:38][CH:37]=3)=[N:11][N:12]3[C:17]([C:18]4[CH:23]=[CH:22][C:21]([N:24]5[CH2:29][CH2:28][N:27]([CH3:30])[CH2:26][CH2:25]5)=[CH:20][CH:19]=4)=[C:16](C(OCC)=O)[N:15]=[N:14][C:13]=23)[CH:6]=[CH:7][CH:8]=1, predict the reaction product. The product is: [CH3:30][N:27]1[CH2:26][CH2:25][N:24]([C:21]2[CH:22]=[CH:23][C:18]([C:17]3[N:12]4[N:11]=[C:10]([C:36]5[CH:41]=[CH:40][N:39]=[CH:38][CH:37]=5)[C:9]([C:5]5[CH:4]=[C:3]([OH:2])[CH:8]=[CH:7][CH:6]=5)=[C:13]4[N:14]=[N:15][CH:16]=3)=[CH:19][CH:20]=2)[CH2:29][CH2:28]1. (5) Given the reactants [F:1][C:2]([F:14])([F:13])[O:3][C:4]1[CH:12]=[CH:11][CH:10]=[CH:9][C:5]=1[C:6](Cl)=[O:7].[CH3:15][CH:16]([CH3:34])[CH2:17][CH2:18][NH:19][C:20]([C:22]1[N:23]=[N:24][C:25]([N:28]2[CH2:33][CH2:32][NH:31][CH2:30][CH2:29]2)=[CH:26][CH:27]=1)=[O:21], predict the reaction product. The product is: [CH3:15][CH:16]([CH3:34])[CH2:17][CH2:18][NH:19][C:20]([C:22]1[N:23]=[N:24][C:25]([N:28]2[CH2:33][CH2:32][N:31]([C:6](=[O:7])[C:5]3[CH:9]=[CH:10][CH:11]=[CH:12][C:4]=3[O:3][C:2]([F:14])([F:13])[F:1])[CH2:30][CH2:29]2)=[CH:26][CH:27]=1)=[O:21]. (6) Given the reactants I[C:2]1[C:10]2[C:5](=[N:6][CH:7]=[C:8]([N+:12]([O-:14])=[O:13])[C:9]=2[CH3:11])[N:4]([CH3:15])[CH:3]=1.CC1(C)C2C(=C(P(C3C=CC=CC=3)C3C=CC=CC=3)C=CC=2)OC2C(P(C3C=CC=CC=3)C3C=CC=CC=3)=CC=CC1=2.[CH3:58][C:59]1([CH3:66])[C:63]([CH3:65])([CH3:64])[O:62][BH:61][O:60]1, predict the reaction product. The product is: [CH3:15][N:4]1[C:5]2=[N:6][CH:7]=[C:8]([N+:12]([O-:14])=[O:13])[C:9]([CH3:11])=[C:10]2[C:2]([B:61]2[O:62][C:63]([CH3:65])([CH3:64])[C:59]([CH3:66])([CH3:58])[O:60]2)=[CH:3]1. (7) Given the reactants [N:1]1([C:5]2[C:14]3[C:9](=[N:10][C:11]([NH:16][CH2:17][C:18]4[CH:23]=[CH:22][CH:21]=[CH:20][CH:19]=4)=[C:12]([Cl:15])[N:13]=3)[N:8]=[C:7](Cl)[N:6]=2)[CH2:4][CH2:3][CH2:2]1.[NH:25]1[CH2:30][CH2:29][NH:28][CH2:27][CH2:26]1.O, predict the reaction product. The product is: [N:1]1([C:5]2[C:14]3[C:9](=[N:10][C:11]([NH:16][CH2:17][C:18]4[CH:23]=[CH:22][CH:21]=[CH:20][CH:19]=4)=[C:12]([Cl:15])[N:13]=3)[N:8]=[C:7]([N:25]3[CH2:30][CH2:29][NH:28][CH2:27][CH2:26]3)[N:6]=2)[CH2:4][CH2:3][CH2:2]1. (8) Given the reactants [O:1]1[CH:5]=[CH:4][CH:3]=[C:2]1[C:6]1[C:11]([I:12])=[C:10](S(C)=O)[N:9]=[C:8]([NH2:16])[N:7]=1.[CH2:17]([OH:19])[CH3:18].C1CCN2C(=NCCC2)CC1, predict the reaction product. The product is: [CH2:17]([O:19][C:10]1[C:11]([I:12])=[C:6]([C:2]2[O:1][CH:5]=[CH:4][CH:3]=2)[N:7]=[C:8]([NH2:16])[N:9]=1)[CH3:18]. (9) Given the reactants [SH:1][C:2]1[NH:6][C:5]2[CH:7]=[CH:8][C:9]([O:11][CH3:12])=[CH:10][C:4]=2[N:3]=1.[OH-].[K+].I[CH3:16].Cl, predict the reaction product. The product is: [CH3:16][S:1][C:2]1[NH:6][C:5]2[CH:7]=[CH:8][C:9]([O:11][CH3:12])=[CH:10][C:4]=2[N:3]=1. (10) The product is: [CH3:1][N:2]1[C:6](=[O:7])[CH:5]=[CH:4][C:3]1=[O:8].[C:9]([O:13][C:14]([CH:16]1[CH2:21][CH:20]2[CH2:22][CH:17]1[CH:18]=[CH:19]2)=[O:15])([CH3:12])([CH3:10])[CH3:11]. Given the reactants [CH3:1][N:2]1[C:6](=[O:7])[CH:5]=[CH:4][C:3]1=[O:8].[C:9]([O:13][C:14]([CH:16]1[CH2:21][CH:20]2[CH2:22][CH:17]1[CH:18]=[CH:19]2)=[O:15])([CH3:12])([CH3:11])[CH3:10].CC(N=NC(C#N)(C)C)(C#N)C, predict the reaction product.